From a dataset of Catalyst prediction with 721,799 reactions and 888 catalyst types from USPTO. Predict which catalyst facilitates the given reaction. (1) Reactant: [F:1][C:2]([F:26])([F:25])[C:3]1[CH:20]=[C:19]([C:21]([F:24])([F:23])[F:22])[CH:18]=[CH:17][C:4]=1[CH2:5][O:6][C:7]1[CH:14]=[CH:13][C:10](C=O)=[CH:9][C:8]=1[O:15][CH3:16].[NH:27]=[C:28]1[N:32](C(C2C=CC=CC=2)=O)[C:31](=[O:41])[NH:30][CH2:29]1.N1CCCC[CH2:43]1. Product: [F:26][C:2]([F:25])([F:1])[C:3]1[CH:20]=[C:19]([C:21]([F:24])([F:22])[F:23])[CH:18]=[CH:17][C:4]=1[CH2:5][O:6][C:7]1[CH:14]=[CH:13][C:10](/[CH:43]=[C:29]2\[NH:30][C:31](=[O:41])[NH:32][C:28]\2=[NH:27])=[CH:9][C:8]=1[O:15][CH3:16]. The catalyst class is: 8. (2) Reactant: Br[CH2:2][C:3]([O:5][CH2:6][CH3:7])=[O:4].[F:8][C:9]([F:18])([F:17])[C:10]1[CH:11]=[C:12]([SH:16])[CH:13]=[CH:14][CH:15]=1.CCN(CC)CC. Product: [CH2:6]([O:5][C:3](=[O:4])[CH2:2][S:16][C:12]1[CH:13]=[CH:14][CH:15]=[C:10]([C:9]([F:8])([F:17])[F:18])[CH:11]=1)[CH3:7]. The catalyst class is: 76. (3) Reactant: C[O:2][C:3]1[C:21]([C:22]([F:25])([F:24])[F:23])=[CH:20][C:6]([C:7]([N:9]2[C:13]3[CH:14]=[CH:15][CH:16]=[CH:17][C:12]=3[S:11](=[O:19])(=[O:18])[CH2:10]2)=[O:8])=[CH:5][C:4]=1[C:26]([N:28]1[CH2:32][CH2:31][S:30][CH2:29]1)=[O:27].[Cl-].[Li+].Cl. The catalyst class is: 9. Product: [OH:2][C:3]1[C:21]([C:22]([F:25])([F:24])[F:23])=[CH:20][C:6]([C:7]([N:9]2[C:13]3[CH:14]=[CH:15][CH:16]=[CH:17][C:12]=3[S:11](=[O:19])(=[O:18])[CH2:10]2)=[O:8])=[CH:5][C:4]=1[C:26]([N:28]1[CH2:32][CH2:31][S:30][CH2:29]1)=[O:27]. (4) Reactant: [C:1]([O:5][C:6](=[O:34])[NH:7][C@H:8]([C:10](=[O:33])[NH:11][C@@H:12]([CH2:25][C:26]1[CH:31]=[CH:30][CH:29]=[C:28]([OH:32])[CH:27]=1)[C@@H:13]([OH:24])[CH2:14][C@H:15]([C:17](=[O:23])[NH:18][CH2:19][CH2:20][CH2:21][CH3:22])[CH3:16])[CH3:9])([CH3:4])([CH3:3])[CH3:2].[C:35]([O:39][C:40](=[O:46])[CH2:41][CH2:42][CH2:43][CH2:44]Br)([CH3:38])([CH3:37])[CH3:36].O.[I-].[K+]. Product: [C:35]([O:39][C:40](=[O:46])[CH2:41][CH2:42][CH2:43][CH2:44][O:32][C:28]1[CH:29]=[CH:30][CH:31]=[C:26]([CH2:25][C@H:12]([NH:11][C:10](=[O:33])[C@@H:8]([NH:7][C:6]([O:5][C:1]([CH3:4])([CH3:3])[CH3:2])=[O:34])[CH3:9])[C@@H:13]([OH:24])[CH2:14][C@H:15]([C:17](=[O:23])[NH:18][CH2:19][CH2:20][CH2:21][CH3:22])[CH3:16])[CH:27]=1)([CH3:38])([CH3:37])[CH3:36]. The catalyst class is: 692.